Dataset: Peptide-MHC class I binding affinity with 185,985 pairs from IEDB/IMGT. Task: Regression. Given a peptide amino acid sequence and an MHC pseudo amino acid sequence, predict their binding affinity value. This is MHC class I binding data. The peptide sequence is DEHLRGFSK. The MHC is HLA-A66:01 with pseudo-sequence HLA-A66:01. The binding affinity (normalized) is 0.